Dataset: Forward reaction prediction with 1.9M reactions from USPTO patents (1976-2016). Task: Predict the product of the given reaction. (1) Given the reactants [OH:1][CH:2]1[CH2:5][N:4]([C:6]([O:8][C:9]([CH3:12])([CH3:11])[CH3:10])=[O:7])[CH2:3]1.C(N(CC)CC)C.[C:20](OC(=O)C)(=[O:22])[CH3:21], predict the reaction product. The product is: [C:20]([O:1][CH:2]1[CH2:3][N:4]([C:6]([O:8][C:9]([CH3:12])([CH3:11])[CH3:10])=[O:7])[CH2:5]1)(=[O:22])[CH3:21]. (2) The product is: [C:13]([C:14]1[CH:15]=[C:16]([NH2:17])[N:10]([C:7]2[CH:8]=[CH:9][C:4]([S:3][CH3:2])=[CH:5][CH:6]=2)[N:11]=1)([CH3:20])([CH3:19])[CH3:12]. Given the reactants Cl.[CH3:2][S:3][C:4]1[CH:9]=[CH:8][C:7]([NH:10][NH2:11])=[CH:6][CH:5]=1.[CH3:12][C:13]([CH3:20])([CH3:19])[C:14](=O)[CH2:15][C:16]#[N:17], predict the reaction product.